From a dataset of CYP3A4 inhibition data for predicting drug metabolism from PubChem BioAssay. Regression/Classification. Given a drug SMILES string, predict its absorption, distribution, metabolism, or excretion properties. Task type varies by dataset: regression for continuous measurements (e.g., permeability, clearance, half-life) or binary classification for categorical outcomes (e.g., BBB penetration, CYP inhibition). Dataset: cyp3a4_veith. (1) The drug is COc1ccc2[nH]cc(CCNc3ncncc3-c3cccnc3)c2c1. The result is 1 (inhibitor). (2) The molecule is COc1ccc(C(=O)N2CCC[C@@]3(CCN(C(=O)Nc4cccc(C#N)c4)C3)C2)cc1. The result is 1 (inhibitor). (3) The molecule is CN(C)c1ncc2nc(-c3cc(F)cc(F)c3)c(=O)n(C[C@H]3CCCO3)c2n1. The result is 0 (non-inhibitor). (4) The drug is CCN(CC)CCOC(=O)C(c1ccccc1)c1ccccc1. The result is 0 (non-inhibitor). (5) The compound is NC(=O)OC[C@H](O)COc1ccc(Cl)cc1. The result is 0 (non-inhibitor).